The task is: Predict the product of the given reaction.. This data is from Forward reaction prediction with 1.9M reactions from USPTO patents (1976-2016). (1) Given the reactants [Br:1]Br.[N+:3]([C:6]1[CH:11]=[CH:10][C:9]([NH2:12])=[C:8]([C:13]([F:16])([F:15])[F:14])[CH:7]=1)([O-:5])=[O:4].O, predict the reaction product. The product is: [Br:1][C:10]1[CH:11]=[C:6]([N+:3]([O-:5])=[O:4])[CH:7]=[C:8]([C:13]([F:14])([F:15])[F:16])[C:9]=1[NH2:12]. (2) Given the reactants Br[C:2]1[CH:7]=[C:6]([F:8])[C:5]([F:9])=[CH:4][C:3]=1[Br:10].[CH3:11][S:12][C:13]1[CH:18]=[CH:17][C:16](B(O)O)=[CH:15][CH:14]=1, predict the reaction product. The product is: [Br:10][C:3]1[CH:4]=[C:5]([F:9])[C:6]([F:8])=[CH:7][C:2]=1[C:16]1[CH:17]=[CH:18][C:13]([S:12][CH3:11])=[CH:14][CH:15]=1. (3) Given the reactants [Cl:1][C:2]1[CH:15]=[CH:14][C:13]2[S:12][C:11]3[C:6](=[CH:7][CH:8]=[CH:9][CH:10]=3)[N:5]([CH2:16][CH2:17][OH:18])[C:4]=2[CH:3]=1.[C:32]1(P([C:32]2[CH:37]=[CH:36][CH:35]=[CH:34][CH:33]=2)[C:32]2[CH:37]=[CH:36][CH:35]=[CH:34][CH:33]=2)[CH:37]=[CH:36][CH:35]=[CH:34][CH:33]=1.C[CH2:39][O:40]C(/N=N/C(OCC)=O)=O.[CH3:50][O:51][C:52](=[O:78])[C@@H:53]([NH:62][C:63]1[CH:68]=[CH:67][CH:66]=[CH:65][C:64]=1OC(=O)C1C=CC=CC=1)[CH2:54][C:55]1[CH:60]=[CH:59][C:58](O)=[CH:57][CH:56]=1, predict the reaction product. The product is: [CH3:50][O:51][C:52](=[O:78])[C@@H:53]([NH:62][C:63]1[CH:68]=[CH:67][CH:66]=[CH:65][C:64]=1[C:39](=[O:40])[C:32]1[CH:33]=[CH:34][CH:35]=[CH:36][CH:37]=1)[CH2:54][C:55]1[CH:56]=[CH:57][C:58]([O:18][CH2:17][CH2:16][N:5]2[C:4]3[CH:3]=[C:2]([Cl:1])[CH:15]=[CH:14][C:13]=3[S:12][C:11]3[C:6]2=[CH:7][CH:8]=[CH:9][CH:10]=3)=[CH:59][CH:60]=1. (4) Given the reactants [N:1]([CH2:4][CH:5]1[O:10][C:9]2[C:11]([C:15]3[CH:20]=[CH:19][CH:18]=[CH:17][C:16]=3[Cl:21])=[CH:12][CH:13]=[CH:14][C:8]=2[NH:7][CH2:6]1)=[N+:2]=[N-:3].[CH:22]1([CH2:25]Br)[CH2:24][CH2:23]1, predict the reaction product. The product is: [N:1]([CH2:4][CH:5]1[O:10][C:9]2[C:11]([C:15]3[CH:20]=[CH:19][CH:18]=[CH:17][C:16]=3[Cl:21])=[CH:12][CH:13]=[CH:14][C:8]=2[N:7]([CH2:25][CH:22]2[CH2:24][CH2:23]2)[CH2:6]1)=[N+:2]=[N-:3].